From a dataset of NCI-60 drug combinations with 297,098 pairs across 59 cell lines. Regression. Given two drug SMILES strings and cell line genomic features, predict the synergy score measuring deviation from expected non-interaction effect. (1) Drug 1: CC12CCC(CC1=CCC3C2CCC4(C3CC=C4C5=CN=CC=C5)C)O. Drug 2: CC1=CC=C(C=C1)C2=CC(=NN2C3=CC=C(C=C3)S(=O)(=O)N)C(F)(F)F. Cell line: KM12. Synergy scores: CSS=7.89, Synergy_ZIP=-9.09, Synergy_Bliss=-8.73, Synergy_Loewe=-8.82, Synergy_HSA=-8.00. (2) Synergy scores: CSS=3.16, Synergy_ZIP=0.600, Synergy_Bliss=1.57, Synergy_Loewe=-3.70, Synergy_HSA=-3.44. Drug 1: C1CCN(CC1)CCOC2=CC=C(C=C2)C(=O)C3=C(SC4=C3C=CC(=C4)O)C5=CC=C(C=C5)O. Drug 2: C1=NC2=C(N1)C(=S)N=CN2. Cell line: A549. (3) Drug 2: CC12CCC3C(C1CCC2O)C(CC4=C3C=CC(=C4)O)CCCCCCCCCS(=O)CCCC(C(F)(F)F)(F)F. Cell line: SNB-19. Drug 1: C1=NC2=C(N=C(N=C2N1C3C(C(C(O3)CO)O)F)Cl)N. Synergy scores: CSS=-4.06, Synergy_ZIP=2.10, Synergy_Bliss=-1.11, Synergy_Loewe=-4.50, Synergy_HSA=-4.56. (4) Drug 1: CC1=C2C(C(=O)C3(C(CC4C(C3C(C(C2(C)C)(CC1OC(=O)C(C(C5=CC=CC=C5)NC(=O)OC(C)(C)C)O)O)OC(=O)C6=CC=CC=C6)(CO4)OC(=O)C)OC)C)OC. Drug 2: CNC(=O)C1=NC=CC(=C1)OC2=CC=C(C=C2)NC(=O)NC3=CC(=C(C=C3)Cl)C(F)(F)F. Cell line: OVCAR3. Synergy scores: CSS=68.6, Synergy_ZIP=5.68, Synergy_Bliss=4.41, Synergy_Loewe=-2.80, Synergy_HSA=6.99. (5) Drug 1: CC(C)(C#N)C1=CC(=CC(=C1)CN2C=NC=N2)C(C)(C)C#N. Drug 2: C1C(C(OC1N2C=NC(=NC2=O)N)CO)O. Cell line: RPMI-8226. Synergy scores: CSS=29.2, Synergy_ZIP=2.21, Synergy_Bliss=1.37, Synergy_Loewe=-11.2, Synergy_HSA=2.08. (6) Drug 1: C#CCC(CC1=CN=C2C(=N1)C(=NC(=N2)N)N)C3=CC=C(C=C3)C(=O)NC(CCC(=O)O)C(=O)O. Cell line: OVCAR-5. Drug 2: CN(CCCl)CCCl.Cl. Synergy scores: CSS=5.89, Synergy_ZIP=-2.16, Synergy_Bliss=-1.53, Synergy_Loewe=-0.928, Synergy_HSA=-0.855. (7) Drug 1: CC1=C2C(C(=O)C3(C(CC4C(C3C(C(C2(C)C)(CC1OC(=O)C(C(C5=CC=CC=C5)NC(=O)OC(C)(C)C)O)O)OC(=O)C6=CC=CC=C6)(CO4)OC(=O)C)O)C)O. Drug 2: CN(C(=O)NC(C=O)C(C(C(CO)O)O)O)N=O. Cell line: BT-549. Synergy scores: CSS=9.60, Synergy_ZIP=-2.05, Synergy_Bliss=0.831, Synergy_Loewe=-39.9, Synergy_HSA=2.14. (8) Drug 1: CCC1=CC2CC(C3=C(CN(C2)C1)C4=CC=CC=C4N3)(C5=C(C=C6C(=C5)C78CCN9C7C(C=CC9)(C(C(C8N6C)(C(=O)OC)O)OC(=O)C)CC)OC)C(=O)OC.C(C(C(=O)O)O)(C(=O)O)O. Drug 2: COCCOC1=C(C=C2C(=C1)C(=NC=N2)NC3=CC=CC(=C3)C#C)OCCOC.Cl. Cell line: LOX IMVI. Synergy scores: CSS=40.7, Synergy_ZIP=-1.12, Synergy_Bliss=-1.14, Synergy_Loewe=-27.9, Synergy_HSA=0.464.